From a dataset of Forward reaction prediction with 1.9M reactions from USPTO patents (1976-2016). Predict the product of the given reaction. (1) Given the reactants [H-].[Na+].[CH3:3][C:4]1[C:12]2[C:7](=[CH:8][CH:9]=[CH:10][CH:11]=2)[NH:6][CH:5]=1.[H][H].I[CH2:16][CH3:17], predict the reaction product. The product is: [CH2:16]([N:6]1[C:7]2[C:12](=[CH:11][CH:10]=[CH:9][CH:8]=2)[C:4]([CH3:3])=[CH:5]1)[CH3:17]. (2) Given the reactants [C:1]1([C:7]2[O:8][C:9]3[CH:15]=[CH:14][C:13]([NH2:16])=[CH:12][C:10]=3[N:11]=2)[CH:6]=[CH:5][CH:4]=[CH:3][CH:2]=1.[C:17]1([CH2:23][CH2:24][C:25](Cl)=[O:26])[CH:22]=[CH:21][CH:20]=[CH:19][CH:18]=1.C(N(C(C)C)CC)(C)C, predict the reaction product. The product is: [C:17]1([CH2:23][CH2:24][C:25]([NH:16][C:13]2[CH:14]=[CH:15][C:9]3[O:8][C:7]([C:1]4[CH:2]=[CH:3][CH:4]=[CH:5][CH:6]=4)=[N:11][C:10]=3[CH:12]=2)=[O:26])[CH:22]=[CH:21][CH:20]=[CH:19][CH:18]=1. (3) The product is: [CH3:37][C@@H:38]1[CH2:42][CH2:41][C@@H:40]([CH3:43])[N:39]1[CH2:7][CH2:8][CH2:9][S:10]([N:13]1[CH2:18][CH2:17][CH:16]([C:19]2[C:27]3[C:22](=[C:23]([C:34]([NH2:36])=[O:35])[CH:24]=[C:25]([C:28]4[CH:33]=[CH:32][CH:31]=[CH:30][CH:29]=4)[CH:26]=3)[NH:21][CH:20]=2)[CH2:15][CH2:14]1)(=[O:12])=[O:11]. Given the reactants NS(N)(=O)=O.Cl[CH2:7][CH2:8][CH2:9][S:10]([N:13]1[CH2:18][CH2:17][CH:16]([C:19]2[C:27]3[C:22](=[C:23]([C:34]([NH2:36])=[O:35])[CH:24]=[C:25]([C:28]4[CH:33]=[CH:32][CH:31]=[CH:30][CH:29]=4)[CH:26]=3)[NH:21][CH:20]=2)[CH2:15][CH2:14]1)(=[O:12])=[O:11].[CH3:37][C@@H:38]1[CH2:42][CH2:41][C@@H:40]([CH3:43])[NH:39]1.C([O-])([O-])=O.[K+].[K+].[Na+].[I-], predict the reaction product. (4) Given the reactants [SH:1][CH:2]([C:4]1[CH:9]=[CH:8][CH:7]=[CH:6][CH:5]=1)[CH3:3].[C:10](Cl)(=[O:14])[CH2:11][CH2:12][CH3:13], predict the reaction product. The product is: [C:4]1([CH:2]([S:1][C:10](=[O:14])[CH2:11][CH2:12][CH3:13])[CH3:3])[CH:9]=[CH:8][CH:7]=[CH:6][CH:5]=1. (5) Given the reactants [N:1]1[CH:6]=[CH:5][CH:4]=[C:3]([N:7]2[CH:11]=[C:10](N)[CH:9]=[N:8]2)[CH:2]=1.Cl.[CH2:14](Cl)[CH2:15]Cl.[CH2:18](Cl)Cl, predict the reaction product. The product is: [CH3:14][CH2:15][N:7]([CH:3]([CH3:2])[CH3:4])[CH:11]([CH3:10])[CH3:18].[N:7]1([C:3]2[CH:2]=[N:1][CH:6]=[CH:5][CH:4]=2)[CH:11]=[CH:10][CH:9]=[N:8]1. (6) Given the reactants CC(OI1(OC(C)=O)(OC(C)=O)OC(=O)C2C=CC=CC1=2)=O.[CH2:23]([C:30]1[CH:31]=[CH:32][C:33]2[O:37][C:36]([C:38]3[CH:43]=[CH:42][C:41]([CH:44]([OH:46])[CH3:45])=[CH:40][C:39]=3[F:47])=[CH:35][C:34]=2[CH:48]=1)[C:24]1[CH:29]=[CH:28][CH:27]=[CH:26][CH:25]=1.C([O-])(O)=O.[Na+], predict the reaction product. The product is: [CH2:23]([C:30]1[CH:31]=[CH:32][C:33]2[O:37][C:36]([C:38]3[CH:43]=[CH:42][C:41]([C:44](=[O:46])[CH3:45])=[CH:40][C:39]=3[F:47])=[CH:35][C:34]=2[CH:48]=1)[C:24]1[CH:25]=[CH:26][CH:27]=[CH:28][CH:29]=1. (7) The product is: [S:1]1[C:5]2[CH:6]=[CH:7][CH:8]=[CH:9][C:4]=2[C:3]([N:10]2[CH2:15][CH2:14][N:13]([CH2:16][CH2:17][C:18]3[CH:19]=[CH:20][C:21]([CH3:30])=[C:22]4[C:27]=3[N:26]([C:31](=[O:33])[CH3:32])[CH2:25][CH2:24][C:23]4([CH3:28])[CH3:29])[CH2:12][CH2:11]2)=[N:2]1. Given the reactants [S:1]1[C:5]2[CH:6]=[CH:7][CH:8]=[CH:9][C:4]=2[C:3]([N:10]2[CH2:15][CH2:14][N:13]([CH2:16][CH2:17][C:18]3[CH:19]=[CH:20][C:21]([CH3:30])=[C:22]4[C:27]=3[NH:26][CH2:25][CH2:24][C:23]4([CH3:29])[CH3:28])[CH2:12][CH2:11]2)=[N:2]1.[C:31](Cl)(=[O:33])[CH3:32].Cl, predict the reaction product. (8) Given the reactants C(C(N1CCNCC1)CC)C.[CH3:12][O:13][C:14]1[CH:15]=[C:16]([CH:21]=[CH:22][C:23]=1[O:24][CH3:25])[O:17][CH2:18][CH2:19][OH:20].[ClH:26].[N+](C1C=CC([O:36][C:37]([N:39]2[CH2:44][CH2:43][N:42]([CH:45]([CH2:48][CH3:49])[CH2:46][CH3:47])[CH2:41][CH2:40]2)=O)=CC=1)([O-])=O, predict the reaction product. The product is: [ClH:26].[CH3:12][O:13][C:14]1[CH:15]=[C:16]([CH:21]=[CH:22][C:23]=1[O:24][CH3:25])[O:17][CH2:18][CH2:19][O:20][C:37]([N:39]1[CH2:44][CH2:43][N:42]([CH:45]([CH2:48][CH3:49])[CH2:46][CH3:47])[CH2:41][CH2:40]1)=[O:36]. (9) Given the reactants [NH2:1][C:2]1[CH:7]=[CH:6][C:5]([N:8]2[CH:13]=[CH:12][C:11]([O:14][CH2:15][C:16]3[CH:21]=[CH:20][C:19]([F:22])=[CH:18][CH:17]=3)=[CH:10][C:9]2=[O:23])=[CH:4][C:3]=1[NH:24][CH3:25].[O:26]1[CH2:30][CH2:29][CH:28]([C:31](O)=O)[CH2:27]1.CN(C(ON1N=NC2C=CC=NC1=2)=[N+](C)C)C.F[P-](F)(F)(F)(F)F.C(N(CC)C(C)C)(C)C.C([O-])(O)=O.[Na+], predict the reaction product. The product is: [F:22][C:19]1[CH:18]=[CH:17][C:16]([CH2:15][O:14][C:11]2[CH:12]=[CH:13][N:8]([C:5]3[CH:6]=[CH:7][C:2]4[N:1]=[C:31]([CH:28]5[CH2:29][CH2:30][O:26][CH2:27]5)[N:24]([CH3:25])[C:3]=4[CH:4]=3)[C:9](=[O:23])[CH:10]=2)=[CH:21][CH:20]=1. (10) The product is: [NH2:1][C:2]1[C:3]([C:4]([NH:17][CH2:15][CH3:16])=[O:6])=[CH:7][N:24]=[CH:9][C:10]=1[N+:11]([O-:13])=[O:12]. Given the reactants [NH2:1][C:2]1[C:10]([N+:11]([O-:13])=[O:12])=[CH:9]C=[CH:7][C:3]=1[C:4]([OH:6])=O.Cl.[CH2:15]([NH2:17])[CH3:16].C(Cl)CCl.CC[N:24](C(C)C)C(C)C, predict the reaction product.